This data is from Forward reaction prediction with 1.9M reactions from USPTO patents (1976-2016). The task is: Predict the product of the given reaction. (1) Given the reactants Br[C:2]1[CH:7]=[CH:6][C:5]([CH2:8][C:9]([NH2:11])=[O:10])=[CH:4][CH:3]=1.CC([O-])=O.[K+].[CH3:17][C:18]1([CH3:34])[C:22]([CH3:24])([CH3:23])[O:21][B:20]([B:20]2[O:21][C:22]([CH3:24])([CH3:23])[C:18]([CH3:34])([CH3:17])[O:19]2)[O:19]1.O, predict the reaction product. The product is: [CH3:17][C:18]1([CH3:34])[C:22]([CH3:24])([CH3:23])[O:21][B:20]([C:2]2[CH:7]=[CH:6][C:5]([CH2:8][C:9]([NH2:11])=[O:10])=[CH:4][CH:3]=2)[O:19]1. (2) The product is: [CH2:19]([O:11][C:9]1[CH:8]=[CH:7][CH:6]=[C:5]2[C:10]=1[N:1]=[C:2]([OH:12])[CH:3]=[CH:4]2)[C:20]1[CH:25]=[CH:24][CH:23]=[CH:22][CH:21]=1. Given the reactants [N:1]1[C:10]2[C:5](=[CH:6][CH:7]=[CH:8][C:9]=2[OH:11])[CH:4]=[CH:3][C:2]=1[OH:12].C(=O)([O-])[O-].[K+].[K+].[CH2:19](Br)[C:20]1[CH:25]=[CH:24][CH:23]=[CH:22][CH:21]=1.O, predict the reaction product. (3) The product is: [CH2:8]([O:12][C:13]1[N:21]=[C:20]2[C:16]([N:17]=[C:18]([O:22][CH3:23])[N:19]2[CH2:32][CH:33]2[CH2:38][CH2:37][CH2:36][N:35]([CH2:39][CH3:40])[CH2:34]2)=[C:15]([NH2:24])[N:14]=1)[CH2:9][CH2:10][CH3:11]. Given the reactants FC(F)(F)C(O)=O.[CH2:8]([O:12][C:13]1[N:21]=[C:20]2[C:16]([N:17]=[C:18]([O:22][CH3:23])[NH:19]2)=[C:15]([NH2:24])[N:14]=1)[CH2:9][CH2:10][CH3:11].C(=O)([O-])[O-].[K+].[K+].Br[CH2:32][CH:33]1[CH2:38][CH2:37][CH2:36][N:35]([CH2:39][CH3:40])[CH2:34]1.O, predict the reaction product. (4) Given the reactants [CH3:1][O:2][C:3]1[CH:4]=[C:5]2[O:9][C:8]([C:10]3[N:11]=[C:12]4[N:16]([CH:17]=3)[N:15]=[C:14]([O:18][CH3:19])[S:13]4)=[CH:7][C:6]2=[C:20]([OH:22])[CH:21]=1.C(P(CCCC)CCCC)CCC.[C:36]1([C:42]2[N:47]=[C:46]([CH2:48]O)[CH:45]=[CH:44][N:43]=2)[CH:41]=[CH:40][CH:39]=[CH:38][CH:37]=1.N(C(N1CCCCC1)=O)=NC(N1CCCCC1)=O, predict the reaction product. The product is: [CH3:19][O:18][C:14]1[S:13][C:12]2=[N:11][C:10]([C:8]3[O:9][C:5]4[CH:4]=[C:3]([O:2][CH3:1])[CH:21]=[C:20]([O:22][CH2:48][C:46]5[CH:45]=[CH:44][N:43]=[C:42]([C:36]6[CH:37]=[CH:38][CH:39]=[CH:40][CH:41]=6)[N:47]=5)[C:6]=4[CH:7]=3)=[CH:17][N:16]2[N:15]=1. (5) Given the reactants [OH:1][C:2]1[CH:11]=[CH:10][C:5]2[C:6](=[O:9])[CH2:7][O:8][C:4]=2[C:3]=1[CH2:12][N:13]1[CH2:18][CH2:17][N:16]([C:19]([O:21][C:22]([CH3:25])([CH3:24])[CH3:23])=[O:20])[CH2:15][CH2:14]1.[F:26][C:27]([F:49])([F:48])[C:28]1[CH:33]=[CH:32][C:31]([S:34]([N:37]2[C:45]3[C:40](=[CH:41][CH:42]=[CH:43][CH:44]=3)[C:39]([CH:46]=O)=[CH:38]2)(=[O:36])=[O:35])=[CH:30][CH:29]=1.N1CCCCC1, predict the reaction product. The product is: [OH:1][C:2]1[CH:11]=[CH:10][C:5]2[C:6](=[O:9])/[C:7](=[CH:46]/[C:39]3[C:40]4[C:45](=[CH:44][CH:43]=[CH:42][CH:41]=4)[N:37]([S:34]([C:31]4[CH:32]=[CH:33][C:28]([C:27]([F:49])([F:26])[F:48])=[CH:29][CH:30]=4)(=[O:36])=[O:35])[CH:38]=3)/[O:8][C:4]=2[C:3]=1[CH2:12][N:13]1[CH2:14][CH2:15][N:16]([C:19]([O:21][C:22]([CH3:25])([CH3:24])[CH3:23])=[O:20])[CH2:17][CH2:18]1. (6) Given the reactants [CH:1]1([C:7]2[CH:12]=[CH:11][C:10]([C:13]3[NH:17][CH:16]=[C:15]([CH2:18][OH:19])[CH:14]=3)=[CH:9][CH:8]=2)[CH2:6][CH2:5][CH2:4][CH2:3][CH2:2]1.C[N+]1([O-])CCOCC1, predict the reaction product. The product is: [CH:1]1([C:7]2[CH:12]=[CH:11][C:10]([C:13]3[NH:17][CH:16]=[C:15]([CH:18]=[O:19])[CH:14]=3)=[CH:9][CH:8]=2)[CH2:2][CH2:3][CH2:4][CH2:5][CH2:6]1. (7) Given the reactants C(O)C.[O:4]=[CH:5][C@@H:6]([C@H:8]([C@@H:10]([CH2:12][OH:13])[OH:11])[OH:9])[OH:7].[Sn].[CH2:15](Br)[CH:16]=[CH2:17], predict the reaction product. The product is: [CH2:17]([CH:12]([OH:13])[C@@H:10]([C@H:8]([C@@H:6]([CH2:5][OH:4])[OH:7])[OH:9])[OH:11])[CH:16]=[CH2:15]. (8) Given the reactants N1N=[CH:3][N:4]([C:6]2[N:14]=[CH:13][N:12]=[C:11]3[C:7]=2[N:8]=[CH:9][N:10]3[C@H:15]2[C@@H:19]3[O:20][C:21]([CH3:24])([CH3:23])[O:22][C@@H:18]3[C@@H:17]([CH2:25][S:26][C@@H:27]3[CH2:31][N:30]([C:32]([O:34][C:35]([CH3:38])([CH3:37])[CH3:36])=[O:33])[C@H:29]([C:39]([O:41][CH3:42])=[O:40])[CH2:28]3)[O:16]2)C=1.[C:43]1([CH2:49][CH2:50]CN)[CH:48]=[CH:47][CH:46]=[CH:45][CH:44]=1, predict the reaction product. The product is: [CH3:23][C:21]1([CH3:24])[O:20][C@H:19]2[C@H:15]([N:10]3[CH:9]=[N:8][C:7]4[C:11]3=[N:12][CH:13]=[N:14][C:6]=4[NH:4][CH2:3][CH2:50][CH2:49][C:43]3[CH:48]=[CH:47][CH:46]=[CH:45][CH:44]=3)[O:16][C@H:17]([CH2:25][S:26][C@@H:27]3[CH2:31][N:30]([C:32]([O:34][C:35]([CH3:38])([CH3:36])[CH3:37])=[O:33])[C@H:29]([C:39]([O:41][CH3:42])=[O:40])[CH2:28]3)[C@H:18]2[O:22]1. (9) The product is: [CH2:24]([N:31]1[CH2:32][CH2:33][O:34][CH:35]([C:37]2[CH:42]=[CH:41][C:40]([CH2:10][CH2:9][C:3]3[C:2]([Cl:1])=[CH:7][CH:6]=[CH:5][C:4]=3[Cl:8])=[CH:39][CH:38]=2)[CH2:36]1)[C:25]1[CH:26]=[CH:27][CH:28]=[CH:29][CH:30]=1. Given the reactants [Cl:1][C:2]1[CH:7]=[CH:6][CH:5]=[C:4]([Cl:8])[C:3]=1[CH2:9][CH2:10][B-](F)(F)F.[K+].[O-]P([O-])([O-])=O.[K+].[K+].[K+].[CH2:24]([N:31]1[CH2:36][CH:35]([C:37]2[CH:42]=[CH:41][C:40](Br)=[CH:39][CH:38]=2)[O:34][CH2:33][CH2:32]1)[C:25]1[CH:30]=[CH:29][CH:28]=[CH:27][CH:26]=1.C1(P(C2CCCCC2)C2C=CC=CC=2C2C(OC(C)C)=CC=CC=2OC(C)C)CCCCC1, predict the reaction product. (10) Given the reactants [Si:1]([O:8][C@H:9]1[CH2:14][CH2:13][C@@:12]([C@H:16]2[CH2:33][CH2:32][C@@:31]3([CH3:34])[C@@H:18]([CH2:19][C@H:20]4[C@@H:30]3[C@H:29]([CH3:35])[C@@:22]3([CH2:27][CH2:26][C@@H:25]([CH3:28])[CH2:24][O:23]3)[O:21]4)[C@@H:17]2[CH2:36][OH:37])([CH3:15])[C@@H:11]([CH2:38][O:39][Si:40]([C:43]([CH3:46])([CH3:45])[CH3:44])([CH3:42])[CH3:41])[CH2:10]1)([C:4]([CH3:7])([CH3:6])[CH3:5])([CH3:3])[CH3:2].[CH3:47][S:48](Cl)(=[O:50])=[O:49], predict the reaction product. The product is: [CH3:47][S:48]([O:37][CH2:36][C@@H:17]1[C@@H:16]([C@@:12]2([CH3:15])[CH2:13][CH2:14][C@H:9]([O:8][Si:1]([C:4]([CH3:5])([CH3:6])[CH3:7])([CH3:2])[CH3:3])[CH2:10][C@@H:11]2[CH2:38][O:39][Si:40]([C:43]([CH3:44])([CH3:46])[CH3:45])([CH3:41])[CH3:42])[CH2:33][CH2:32][C@@:31]2([CH3:34])[C@H:18]1[CH2:19][C@H:20]1[C@@H:30]2[C@H:29]([CH3:35])[C@@:22]2([CH2:27][CH2:26][C@@H:25]([CH3:28])[CH2:24][O:23]2)[O:21]1)(=[O:50])=[O:49].